Predict the reaction yield, written as a fraction of the theoretical maximum amount of product (1.0 means a 100% yield; for example, 0.34 means a 34% yield). From a dataset of Reaction yield outcomes from USPTO patents with 853,638 reactions. The reactants are [Cl:1][C:2]1[CH:3]=[C:4]2[C:10]([C:11]3[N:16]=[C:15]([NH:17][C@H:18]4[CH2:22][CH2:21][N:20]([S:23]([CH3:26])(=[O:25])=[O:24])[CH2:19]4)[C:14]([F:27])=[CH:13][N:12]=3)=[CH:9][NH:8][C:5]2=[N:6][CH:7]=1.[CH:28]1(CS(Cl)(=O)=O)[CH2:32][CH2:31][CH2:30][CH2:29]1. No catalyst specified. The product is [Cl:1][C:2]1[CH:3]=[C:4]2[C:10]([C:11]3[N:16]=[C:15]([NH:17][C@H:18]4[CH2:22][CH2:21][N:20]([S:23]([CH2:26][CH:28]5[CH2:32][CH2:31][CH2:30][CH2:29]5)(=[O:24])=[O:25])[CH2:19]4)[C:14]([F:27])=[CH:13][N:12]=3)=[CH:9][NH:8][C:5]2=[N:6][CH:7]=1. The yield is 0.580.